From a dataset of NCI-60 drug combinations with 297,098 pairs across 59 cell lines. Regression. Given two drug SMILES strings and cell line genomic features, predict the synergy score measuring deviation from expected non-interaction effect. (1) Drug 1: CN1CCC(CC1)COC2=C(C=C3C(=C2)N=CN=C3NC4=C(C=C(C=C4)Br)F)OC. Drug 2: CC1=C(C=C(C=C1)NC(=O)C2=CC=C(C=C2)CN3CCN(CC3)C)NC4=NC=CC(=N4)C5=CN=CC=C5. Cell line: COLO 205. Synergy scores: CSS=-2.01, Synergy_ZIP=3.76, Synergy_Bliss=5.44, Synergy_Loewe=-3.60, Synergy_HSA=-2.99. (2) Drug 1: CC(C)NC(=O)C1=CC=C(C=C1)CNNC.Cl. Drug 2: CC1C(C(CC(O1)OC2CC(CC3=C2C(=C4C(=C3O)C(=O)C5=C(C4=O)C(=CC=C5)OC)O)(C(=O)CO)O)N)O.Cl. Cell line: SK-OV-3. Synergy scores: CSS=23.5, Synergy_ZIP=-0.214, Synergy_Bliss=-2.05, Synergy_Loewe=-7.45, Synergy_HSA=-1.45. (3) Drug 1: CCC1=CC2CC(C3=C(CN(C2)C1)C4=CC=CC=C4N3)(C5=C(C=C6C(=C5)C78CCN9C7C(C=CC9)(C(C(C8N6C)(C(=O)OC)O)OC(=O)C)CC)OC)C(=O)OC.C(C(C(=O)O)O)(C(=O)O)O. Drug 2: C1=NNC2=C1C(=O)NC=N2. Cell line: KM12. Synergy scores: CSS=47.0, Synergy_ZIP=-0.998, Synergy_Bliss=0.114, Synergy_Loewe=-33.1, Synergy_HSA=6.43. (4) Drug 2: C1CN1P(=S)(N2CC2)N3CC3. Synergy scores: CSS=45.3, Synergy_ZIP=-2.34, Synergy_Bliss=2.10, Synergy_Loewe=0.114, Synergy_HSA=3.33. Drug 1: CC12CCC3C(C1CCC2=O)CC(=C)C4=CC(=O)C=CC34C. Cell line: SNB-19. (5) Drug 1: C1CN1C2=NC(=NC(=N2)N3CC3)N4CC4. Drug 2: COC1=CC(=CC(=C1O)OC)C2C3C(COC3=O)C(C4=CC5=C(C=C24)OCO5)OC6C(C(C7C(O6)COC(O7)C8=CC=CS8)O)O. Cell line: NCI-H522. Synergy scores: CSS=51.3, Synergy_ZIP=-2.99, Synergy_Bliss=-1.03, Synergy_Loewe=1.35, Synergy_HSA=4.04. (6) Drug 1: COC1=C2C(=CC3=C1OC=C3)C=CC(=O)O2. Drug 2: C1CN(P(=O)(OC1)NCCCl)CCCl. Cell line: IGROV1. Synergy scores: CSS=-5.61, Synergy_ZIP=4.89, Synergy_Bliss=1.81, Synergy_Loewe=-6.54, Synergy_HSA=-6.67. (7) Drug 1: C1=CC(=CC=C1CCC2=CNC3=C2C(=O)NC(=N3)N)C(=O)NC(CCC(=O)O)C(=O)O. Drug 2: CC1=C(C(=O)C2=C(C1=O)N3CC4C(C3(C2COC(=O)N)OC)N4)N. Cell line: COLO 205. Synergy scores: CSS=63.0, Synergy_ZIP=-4.42, Synergy_Bliss=-5.80, Synergy_Loewe=3.29, Synergy_HSA=5.18. (8) Drug 1: CN(C)N=NC1=C(NC=N1)C(=O)N. Drug 2: C1CN(CCN1C(=O)CCBr)C(=O)CCBr. Cell line: SF-268. Synergy scores: CSS=1.33, Synergy_ZIP=-6.92, Synergy_Bliss=-7.58, Synergy_Loewe=-32.3, Synergy_HSA=-12.0.